From a dataset of Full USPTO retrosynthesis dataset with 1.9M reactions from patents (1976-2016). Predict the reactants needed to synthesize the given product. (1) Given the product [CH3:15][O:14][CH2:13][CH2:12][N:9]1[CH2:10][CH2:11][CH:6]([CH:4]=[O:3])[CH2:7][CH2:8]1, predict the reactants needed to synthesize it. The reactants are: C([O:3][C:4]([CH:6]1[CH2:11][CH2:10][N:9]([CH2:12][CH2:13][O:14][CH3:15])[CH2:8][CH2:7]1)=O)C.[H-].C([Al+]CC(C)C)C(C)C. (2) Given the product [OH:24][C:7]1[C:6]([C:4]([NH:25][CH2:26][C:27]([OH:29])=[O:28])=[O:5])=[N:11][CH:10]=[C:9]2[N:12]([CH2:15][C:16]3[CH:21]=[CH:20][CH:19]=[CH:18][C:17]=3[O:22][CH3:23])[CH:13]=[CH:14][C:8]=12, predict the reactants needed to synthesize it. The reactants are: C(O[C:4]([C:6]1[C:7]([OH:24])=[C:8]2[CH:14]=[CH:13][N:12]([CH2:15][C:16]3[CH:21]=[CH:20][CH:19]=[CH:18][C:17]=3[O:22][CH3:23])[C:9]2=[CH:10][N:11]=1)=[O:5])C.[NH2:25][CH2:26][C:27]([OH:29])=[O:28].C[O-].[Na+].CO. (3) Given the product [CH3:11][O:12][C:13]1[CH:18]=[CH:17][C:16]([NH:19][C:2]2[CH:7]=[CH:6][CH:5]=[CH:4][C:3]=2[N+:8]([O-:10])=[O:9])=[CH:15][CH:14]=1, predict the reactants needed to synthesize it. The reactants are: F[C:2]1[CH:7]=[CH:6][CH:5]=[CH:4][C:3]=1[N+:8]([O-:10])=[O:9].[CH3:11][O:12][C:13]1[CH:18]=[CH:17][C:16]([NH2:19])=[CH:15][CH:14]=1.C([O-])([O-])=O.[K+].[K+]. (4) Given the product [O:14]1[CH2:15][CH2:16][CH:11]([N:10]2[CH2:9][CH2:8][NH:7][CH2:34][C:32]2=[O:38])[CH2:12][CH2:13]1, predict the reactants needed to synthesize it. The reactants are: C(OC(=O)[NH:7][CH2:8][CH2:9][NH:10][CH:11]1[CH2:16][CH2:15][O:14][CH2:13][CH2:12]1)(C)(C)C.C(N(CC)CC)C.ClCC(Cl)=O.[H-].[Na+].[C:32]([OH:38])([C:34](F)(F)F)=O. (5) Given the product [C:1]([O:5][C:6]([N:8]1[CH2:25][CH2:24][C:11]2([C:15](=[O:16])[N:14]([C:17]3[CH:22]=[N:21][C:20]([N:34]4[CH2:35][CH2:36][C@H:32]([N:28]5[CH2:29][CH2:30][CH2:31][C@@H:27]5[CH3:26])[CH2:33]4)=[CH:19][N:18]=3)[CH2:13][CH2:12]2)[CH2:10][CH2:9]1)=[O:7])([CH3:4])([CH3:3])[CH3:2], predict the reactants needed to synthesize it. The reactants are: [C:1]([O:5][C:6]([N:8]1[CH2:25][CH2:24][C:11]2([C:15](=[O:16])[N:14]([C:17]3[CH:22]=[N:21][C:20](Br)=[CH:19][N:18]=3)[CH2:13][CH2:12]2)[CH2:10][CH2:9]1)=[O:7])([CH3:4])([CH3:3])[CH3:2].[CH3:26][C@H:27]1[CH2:31][CH2:30][CH2:29][N:28]1[C@H:32]1[CH2:36][CH2:35][NH:34][CH2:33]1.CC(C)([O-])C.[Na+]. (6) Given the product [CH3:1][C:2]1[CH:3]=[CH:4][C:5]([C:6]([N:8]=[C:9]2[N:13]([CH:24]([CH2:29][CH3:30])[C:25]([OH:27])=[O:26])[C:12]3[CH:14]=[C:15]([N+:18]([O-:20])=[O:19])[CH:16]=[CH:17][C:11]=3[S:10]2)=[O:7])=[CH:21][CH:22]=1, predict the reactants needed to synthesize it. The reactants are: [CH3:1][C:2]1[CH:22]=[CH:21][C:5]([C:6]([NH:8][C:9]2[S:10][C:11]3[CH:17]=[CH:16][C:15]([N+:18]([O-:20])=[O:19])=[CH:14][C:12]=3[N:13]=2)=[O:7])=[CH:4][CH:3]=1.Br[CH:24]([CH2:29][CH3:30])[C:25]([O:27]C)=[O:26].CC1C=CC(C(NC2SC3C=C(C)C=CC=3N=2)=O)=CC=1.BrC(CC)C(OCC)=O. (7) Given the product [CH2:13]([O:12][C:11]([NH:10][C@H:9]1[CH2:8][CH2:7][N:6]([C:22]2[CH:27]=[CH:26][N:25]=[C:24]([C:28]([O:30][CH3:31])=[O:29])[CH:23]=2)[CH2:5][C@H:4]1[O:3][CH3:2])=[O:20])[C:14]1[CH:19]=[CH:18][CH:17]=[CH:16][CH:15]=1, predict the reactants needed to synthesize it. The reactants are: Cl.[CH3:2][O:3][C@H:4]1[C@@H:9]([NH:10][C:11](=[O:20])[O:12][CH2:13][C:14]2[CH:19]=[CH:18][CH:17]=[CH:16][CH:15]=2)[CH2:8][CH2:7][NH:6][CH2:5]1.Cl[C:22]1[CH:27]=[CH:26][N:25]=[C:24]([C:28]([O:30][CH3:31])=[O:29])[CH:23]=1.C1C=CC(P(C2C(C3C(P(C4C=CC=CC=4)C4C=CC=CC=4)=CC=C4C=3C=CC=C4)=C3C(C=CC=C3)=CC=2)C2C=CC=CC=2)=CC=1.C(=O)([O-])[O-].[Cs+].[Cs+].